From a dataset of Full USPTO retrosynthesis dataset with 1.9M reactions from patents (1976-2016). Predict the reactants needed to synthesize the given product. Given the product [CH3:34][O:5][C:4](=[O:6])[C:3]1[CH:7]=[C:8]([CH2:11][C@H:12]2[C@H:20]3[C@@H:16]([N:17]([CH2:22][C:23]4[CH:28]=[CH:27][CH:26]=[C:25]([CH:29]([CH3:30])[CH3:31])[CH:24]=4)[C:18](=[O:21])[O:19]3)[CH2:15][S:14](=[O:33])(=[O:32])[CH2:13]2)[CH:9]=[CH:10][C:2]=1[OH:1], predict the reactants needed to synthesize it. The reactants are: [OH:1][C:2]1[CH:10]=[CH:9][C:8]([CH2:11][C@H:12]2[C@H:20]3[C@@H:16]([N:17]([CH2:22][C:23]4[CH:28]=[CH:27][CH:26]=[C:25]([CH:29]([CH3:31])[CH3:30])[CH:24]=4)[C:18](=[O:21])[O:19]3)[CH2:15][S:14](=[O:33])(=[O:32])[CH2:13]2)=[CH:7][C:3]=1[C:4]([OH:6])=[O:5].[CH3:34][Si](C=[N+]=[N-])(C)C.CCCCCC.CCOC(C)=O.